This data is from Reaction yield outcomes from USPTO patents with 853,638 reactions. The task is: Predict the reaction yield, written as a fraction of the theoretical maximum amount of product (1.0 means a 100% yield; for example, 0.34 means a 34% yield). (1) The reactants are Br[C:2]1[CH:7]=[C:6]([O:8][CH3:9])[C:5](Br)=[CH:4][C:3]=1[O:11][CH3:12].[C:13]1([C:19]#[CH:20])[CH:18]=[CH:17][CH:16]=[CH:15][CH:14]=1. The catalyst is N1CCCCC1.[Cu](I)I. The product is [C:13]1([C:19]#[C:20][C:2]2[CH:7]=[C:6]([O:8][CH3:9])[C:5]([C:20]#[C:19][C:13]3[CH:18]=[CH:17][CH:16]=[CH:15][CH:14]=3)=[CH:4][C:3]=2[O:11][CH3:12])[CH:18]=[CH:17][CH:16]=[CH:15][CH:14]=1. The yield is 0.720. (2) The reactants are C(Cl)(=O)C(Cl)=O.CS(C)=O.[F:11][C:12]([F:26])([F:25])[CH:13]([OH:24])[CH2:14][C:15]([CH3:23])([C:17]1[CH:22]=[CH:21][CH:20]=[CH:19][N:18]=1)[CH3:16].C(N(CC)CC)C. The catalyst is ClCCl. The product is [F:26][C:12]([F:11])([F:25])[C:13](=[O:24])[CH2:14][C:15]([CH3:16])([C:17]1[CH:22]=[CH:21][CH:20]=[CH:19][N:18]=1)[CH3:23]. The yield is 0.860. (3) The reactants are [F:1][C:2]1[CH:3]=[C:4]([CH:7]=[CH:8][C:9]=1[S:10][CH3:11])[CH:5]=[O:6].[BH4-].[Na+].O. The catalyst is CO. The product is [F:1][C:2]1[CH:3]=[C:4]([CH2:5][OH:6])[CH:7]=[CH:8][C:9]=1[S:10][CH3:11]. The yield is 1.00. (4) The yield is 0.920. No catalyst specified. The reactants are [Br:1][C:2]1[CH:10]=[CH:9][CH:8]=[C:7]([Si:11]([CH3:14])([CH3:13])[CH3:12])[C:3]=1[C:4](Cl)=[O:5].[CH2:15]([NH2:17])[CH3:16]. The product is [Br:1][C:2]1[CH:10]=[CH:9][CH:8]=[C:7]([Si:11]([CH3:14])([CH3:13])[CH3:12])[C:3]=1[C:4]([NH:17][CH2:15][CH3:16])=[O:5]. (5) The yield is 0.760. No catalyst specified. The reactants are [OH:1][C:2]1[CH:11]=[CH:10][C:5]([C:6]([O:8][CH3:9])=[O:7])=[CH:4][C:3]=1[CH3:12].FC(F)(F)S(O[CH2:19][C:20]([F:23])([F:22])[CH3:21])(=O)=O. The product is [F:22][C:20]([F:23])([CH3:21])[CH2:19][O:1][C:2]1[CH:11]=[CH:10][C:5]([C:6]([O:8][CH3:9])=[O:7])=[CH:4][C:3]=1[CH3:12]. (6) The reactants are [F:1][C:2]([F:29])([F:28])[C:3]1[CH:4]=[C:5]([CH:21]=[C:22]([C:24]([F:27])([F:26])[F:25])[CH:23]=1)[CH2:6][N:7]1[CH2:14][CH2:13][CH2:12][O:11][C:10]2[N:15]=[CH:16][CH:17]=[C:18](I)[C:9]=2[C:8]1=[O:20].[F:30][C:31]1[CH:36]=[CH:35][CH:34]=[CH:33][C:32]=1B(O)O. No catalyst specified. The product is [F:1][C:2]([F:29])([F:28])[C:3]1[CH:4]=[C:5]([CH:21]=[C:22]([C:24]([F:27])([F:26])[F:25])[CH:23]=1)[CH2:6][N:7]1[CH2:14][CH2:13][CH2:12][O:11][C:10]2[N:15]=[CH:16][CH:17]=[C:18]([C:32]3[CH:33]=[CH:34][CH:35]=[CH:36][C:31]=3[F:30])[C:9]=2[C:8]1=[O:20]. The yield is 0.770. (7) The reactants are [S:1](Cl)([C:4]1[CH:10]=[CH:9][C:7]([CH3:8])=[CH:6][CH:5]=1)(=[O:3])=[O:2].[OH:12][C@@H:13]([C:18]1[CH:23]=[CH:22][CH:21]=[CH:20][CH:19]=1)[C:14]([NH:16][CH3:17])=[O:15].CCN(C(C)C)C(C)C. The catalyst is ClCCl.C(OCC)(=O)C. The product is [CH3:8][C:7]1[CH:9]=[CH:10][C:4]([S:1]([O:12][C@@H:13]([C:18]2[CH:23]=[CH:22][CH:21]=[CH:20][CH:19]=2)[C:14]([NH:16][CH3:17])=[O:15])(=[O:3])=[O:2])=[CH:5][CH:6]=1. The yield is 0.610.